This data is from Peptide-MHC class II binding affinity with 134,281 pairs from IEDB. The task is: Regression. Given a peptide amino acid sequence and an MHC pseudo amino acid sequence, predict their binding affinity value. This is MHC class II binding data. (1) The peptide sequence is LESILIKPSNSEDLL. The MHC is H-2-IEd with pseudo-sequence H-2-IEd. The binding affinity (normalized) is 0.104. (2) The MHC is DRB1_1001 with pseudo-sequence DRB1_1001. The binding affinity (normalized) is 0.587. The peptide sequence is YDKCLANVSTVLTGK. (3) The peptide sequence is AVQVTFTVQKGSDPKKLVLNIKYTRPGDSL. The MHC is HLA-DQA10102-DQB10602 with pseudo-sequence HLA-DQA10102-DQB10602. The binding affinity (normalized) is 0.418. (4) The peptide sequence is NDVSTYASGKVWGQK. The MHC is HLA-DQA10501-DQB10301 with pseudo-sequence HLA-DQA10501-DQB10301. The binding affinity (normalized) is 0.828. (5) The peptide sequence is ATEVVRRLTATAHRG. The MHC is HLA-DPA10201-DPB10101 with pseudo-sequence HLA-DPA10201-DPB10101. The binding affinity (normalized) is 0.0261. (6) The binding affinity (normalized) is 0.498. The peptide sequence is YDKELANVSTVLTGK. The MHC is DRB1_1602 with pseudo-sequence DRB1_1602.